This data is from Human liver microsome stability data. The task is: Regression/Classification. Given a drug SMILES string, predict its absorption, distribution, metabolism, or excretion properties. Task type varies by dataset: regression for continuous measurements (e.g., permeability, clearance, half-life) or binary classification for categorical outcomes (e.g., BBB penetration, CYP inhibition). Dataset: hlm. (1) The molecule is Cc1ccccc1S(=O)(=O)N1CCN(c2cnc(C(=O)NCc3ccc(F)cc3)cn2)CC1. The result is 1 (stable in human liver microsomes). (2) The compound is NCc1ccc(-c2cnccc2-c2ccncc2)s1. The result is 0 (unstable in human liver microsomes). (3) The compound is COc1ccc(C(=O)NCc2cccc(C(=O)NCCc3ccncc3)c2)cc1OC. The result is 1 (stable in human liver microsomes). (4) The compound is C[C@]12CC[C@H]3[C@@H](CCC4=CC(=O)CC[C@@]43C)[C@@H]1CC[C@@H]2O. The result is 0 (unstable in human liver microsomes). (5) The molecule is Cc1cccc(COC(=O)N2CC(N)C(c3ccc(Cl)cc3Cl)C2)n1. The result is 0 (unstable in human liver microsomes).